Predict the product of the given reaction. From a dataset of Forward reaction prediction with 1.9M reactions from USPTO patents (1976-2016). (1) Given the reactants [N+:1]([O-:4])(O)=[O:2].S(=O)(=O)(O)O.[Cl:10][C:11]1[CH:16]=[CH:15][CH:14]=[C:13]([F:17])[C:12]=1[C:18]([F:21])([F:20])[F:19], predict the reaction product. The product is: [Cl:10][C:11]1[C:12]([C:18]([F:19])([F:20])[F:21])=[C:13]([F:17])[CH:14]=[CH:15][C:16]=1[N+:1]([O-:4])=[O:2]. (2) Given the reactants [ClH:1].[CH2:2]([N:6]([C:37]([NH:39][C:40]1[CH:45]=[CH:44][C:43]([F:46])=[CH:42][C:41]=1[F:47])=[O:38])[CH:7]1[CH2:12][CH2:11][N:10]([CH2:13][C:14]2[CH:36]=[CH:35][C:17]([O:18][C:19]3[CH:24]=[CH:23][C:22]([N:25]([S:31]([CH3:34])(=[O:33])=[O:32])[CH2:26][C:27]([O:29]C)=[O:28])=[CH:21][CH:20]=3)=[CH:16][CH:15]=2)[CH2:9][CH2:8]1)[CH2:3][CH2:4][CH3:5].[OH-].[Na+].Cl, predict the reaction product. The product is: [ClH:1].[CH2:2]([N:6]([C:37]([NH:39][C:40]1[CH:45]=[CH:44][C:43]([F:46])=[CH:42][C:41]=1[F:47])=[O:38])[CH:7]1[CH2:12][CH2:11][N:10]([CH2:13][C:14]2[CH:36]=[CH:35][C:17]([O:18][C:19]3[CH:20]=[CH:21][C:22]([N:25]([CH2:26][C:27]([OH:29])=[O:28])[S:31]([CH3:34])(=[O:33])=[O:32])=[CH:23][CH:24]=3)=[CH:16][CH:15]=2)[CH2:9][CH2:8]1)[CH2:3][CH2:4][CH3:5]. (3) Given the reactants [F:1][C:2]1[C:3]([C@@H:8]([NH:20][C:21]([C:23]2[CH:32]=[CH:31][C:26]([C:27]([O:29]C)=[O:28])=[CH:25][N:24]=2)=[O:22])[C:9]2[CH:14]=[CH:13][C:12]([O:15][C:16]([F:19])([F:18])[F:17])=[CH:11][CH:10]=2)=[N:4][CH:5]=[CH:6][CH:7]=1.Cl.FC(F)(F)C1C=CC([C@@H](C2C(C(F)(F)F)=CC=CN=2)N)=CC=1.COOC(C1C=CC(C(O)=O)=NC=1)=O.O.[OH-].[Li+], predict the reaction product. The product is: [F:1][C:2]1[C:3]([C@@H:8]([NH:20][C:21]([C:23]2[CH:32]=[CH:31][C:26]([C:27]([OH:29])=[O:28])=[CH:25][N:24]=2)=[O:22])[C:9]2[CH:14]=[CH:13][C:12]([O:15][C:16]([F:19])([F:17])[F:18])=[CH:11][CH:10]=2)=[N:4][CH:5]=[CH:6][CH:7]=1. (4) Given the reactants [N:1]1[C:10]2[C:5](=[CH:6][C:7]([C:11]([OH:13])=[O:12])=[CH:8][CH:9]=2)[CH:4]=[CH:3][CH:2]=1.C(N1C=CN=C1)(N1C=CN=C1)=O.[C:26](O)([CH3:29])([CH3:28])[CH3:27].N12CCCN=C1CCCCC2, predict the reaction product. The product is: [C:26]([O:12][C:11]([C:7]1[CH:6]=[C:5]2[C:10](=[CH:9][CH:8]=1)[N:1]=[CH:2][CH:3]=[CH:4]2)=[O:13])([CH3:29])([CH3:28])[CH3:27]. (5) Given the reactants [C:1]1([C:7]([CH2:15][CH2:16][CH3:17])([CH2:12][CH2:13][CH3:14])[C:8]([O:10]C)=[O:9])[CH:6]=[CH:5][CH:4]=[CH:3][CH:2]=1, predict the reaction product. The product is: [C:1]1([C:7]([CH2:15][CH2:16][CH3:17])([CH2:12][CH2:13][CH3:14])[C:8]([OH:10])=[O:9])[CH:6]=[CH:5][CH:4]=[CH:3][CH:2]=1. (6) Given the reactants [NH:1]1[C:5]2[CH:6]=[CH:7][CH:8]=[CH:9][C:4]=2[N:3]=[C:2]1[C:10]([N:12]([CH2:34][CH:35]([CH3:37])[CH3:36])[C@H:13]1[CH2:18][C@@H:17]([C:19]([N:21]2[CH2:26][CH2:25][O:24][CH2:23][CH2:22]2)=[O:20])[CH2:16][N:15]([C:27]([O:29][C:30]([CH3:33])([CH3:32])[CH3:31])=[O:28])[CH2:14]1)=[O:11].Cl[CH2:39][CH2:40][O:41][CH:42]=[CH2:43].C(=O)([O-])[O-].[Cs+].[Cs+], predict the reaction product. The product is: [CH:40]([O:41][CH2:42][CH2:43][N:1]1[C:5]2[CH:6]=[CH:7][CH:8]=[CH:9][C:4]=2[N:3]=[C:2]1[C:10]([N:12]([CH2:34][CH:35]([CH3:37])[CH3:36])[C@H:13]1[CH2:18][C@@H:17]([C:19]([N:21]2[CH2:22][CH2:23][O:24][CH2:25][CH2:26]2)=[O:20])[CH2:16][N:15]([C:27]([O:29][C:30]([CH3:31])([CH3:32])[CH3:33])=[O:28])[CH2:14]1)=[O:11])=[CH2:39]. (7) Given the reactants C(OC(=O)[NH:7][C:8]1[CH:13]=[C:12]([CH3:14])[C:11]([C:15]([F:18])([F:17])[F:16])=[CH:10][C:9]=1[NH:19][C:20](=[O:35])[CH2:21][C:22](=O)[C:23]1[CH:28]=[CH:27][CH:26]=[C:25]([N:29]2[CH:33]=[CH:32][CH:31]=[N:30]2)[CH:24]=1)(C)(C)C.C(O)(C(F)(F)F)=O, predict the reaction product. The product is: [CH3:14][C:12]1[C:11]([C:15]([F:17])([F:18])[F:16])=[CH:10][C:9]2[NH:19][C:20](=[O:35])[CH2:21][C:22]([C:23]3[CH:28]=[CH:27][CH:26]=[C:25]([N:29]4[CH:33]=[CH:32][CH:31]=[N:30]4)[CH:24]=3)=[N:7][C:8]=2[CH:13]=1. (8) Given the reactants [Br:1][C:2]1[CH:3]=[C:4]([OH:10])[CH:5]=[CH:6][C:7]=1[CH2:8][CH3:9].[CH3:11][O:12][CH2:13][CH2:14]Cl, predict the reaction product. The product is: [Br:1][C:2]1[CH:3]=[C:4]([O:10][CH2:11][O:12][CH2:13][CH3:14])[CH:5]=[CH:6][C:7]=1[CH2:8][CH3:9]. (9) Given the reactants [CH2:1]([NH:3][C:4]([CH:6]([O:8][C:9]1[CH:14]=[C:13]([F:15])[CH:12]=[CH:11][C:10]=1[NH:16][C:17]1[C:18]2[C:25]([CH3:26])=[C:24]([C:27]([OH:29])=O)[S:23][C:19]=2[N:20]=[CH:21][N:22]=1)[CH3:7])=[O:5])[CH3:2].[CH3:30][N:31]([CH3:36])[CH2:32][CH2:33][CH2:34][NH2:35], predict the reaction product. The product is: [CH3:30][N:31]([CH3:36])[CH2:32][CH2:33][CH2:34][NH:35][C:27]([C:24]1[S:23][C:19]2[N:20]=[CH:21][N:22]=[C:17]([NH:16][C:10]3[CH:11]=[CH:12][C:13]([F:15])=[CH:14][C:9]=3[O:8][CH:6]([C:4](=[O:5])[NH:3][CH2:1][CH3:2])[CH3:7])[C:18]=2[C:25]=1[CH3:26])=[O:29].